This data is from Full USPTO retrosynthesis dataset with 1.9M reactions from patents (1976-2016). The task is: Predict the reactants needed to synthesize the given product. (1) Given the product [CH3:24][N:25]([CH3:30])[CH2:26][CH2:27][N:28]([CH3:29])[C:15]1[CH:14]=[C:13]([C:9]2[S:8][C:7]([NH:6][C:4]([NH:3][CH2:1][CH3:2])=[O:5])=[N:11][C:10]=2[CH3:12])[CH:18]=[CH:17][C:16]=1[S:19]([CH3:22])(=[O:21])=[O:20], predict the reactants needed to synthesize it. The reactants are: [CH2:1]([NH:3][C:4]([NH:6][C:7]1[S:8][C:9]([C:13]2[CH:18]=[CH:17][C:16]([S:19]([CH3:22])(=[O:21])=[O:20])=[C:15](F)[CH:14]=2)=[C:10]([CH3:12])[N:11]=1)=[O:5])[CH3:2].[CH3:24][N:25]([CH3:30])[CH2:26][CH2:27][NH:28][CH3:29]. (2) Given the product [OH:33][NH:34][C:30]([C@@H:25]1[C@H:24]([NH:23][S:20]([C:17]2[CH:18]=[CH:19][C:14]([O:13][CH2:12][C:10]3[C:9]4[C:4](=[CH:5][CH:6]=[CH:7][CH:8]=4)[N:3]=[C:2]([CH3:1])[CH:11]=3)=[CH:15][CH:16]=2)(=[O:22])=[O:21])[CH2:29][CH2:28][N:27]([CH:57]=[O:58])[CH2:26]1)=[O:31], predict the reactants needed to synthesize it. The reactants are: [CH3:1][C:2]1[CH:11]=[C:10]([CH2:12][O:13][C:14]2[CH:19]=[CH:18][C:17]([S:20]([NH:23][CH:24]3[CH2:29][CH2:28][NH:27][CH2:26][CH:25]3[C:30](O)=[O:31])(=[O:22])=[O:21])=[CH:16][CH:15]=2)[C:9]2[C:4](=[CH:5][CH:6]=[CH:7][CH:8]=2)[N:3]=1.[OH:33][N:34]1C2C=CC=CC=2N=N1.Cl.CN(C)CCCN=C=NCC.NO.[CH:57](O)=[O:58]. (3) Given the product [Cl:1][C:2]1[CH:3]=[C:4]2[C:8](=[C:9]([N+:11]([O-:13])=[O:12])[CH:10]=1)[NH:7][C:6]([C:14]([O:16][CH2:17][CH3:18])=[O:15])=[C:5]2[S:26]([OH:29])(=[O:28])=[O:27], predict the reactants needed to synthesize it. The reactants are: [Cl:1][C:2]1[CH:3]=[C:4]2[C:8](=[C:9]([N+:11]([O-:13])=[O:12])[CH:10]=1)[NH:7][C:6]([C:14]([O:16][CH2:17][CH3:18])=[O:15])=[CH:5]2.C(OC(=O)C)(=O)C.[S:26](=O)(=[O:29])([OH:28])[OH:27].